This data is from Full USPTO retrosynthesis dataset with 1.9M reactions from patents (1976-2016). The task is: Predict the reactants needed to synthesize the given product. (1) Given the product [Cl:1][C:2]1[CH:3]=[C:4]2[C:8](=[CH:9][CH:10]=1)[C:7]([CH2:11][C:17]#[N:18])([C:19]#[N:20])[CH2:6][CH2:5]2, predict the reactants needed to synthesize it. The reactants are: [Cl:1][C:2]1[CH:3]=[C:4]2[C:8](=[CH:9][CH:10]=1)/[C:7](=[C:11](\[C:17]#[N:18])/C(OCC)=O)/[CH2:6][CH2:5]2.[C-:19]#[N:20].[K+]. (2) Given the product [C:27]([O:26][C:25](=[O:31])[NH:24][CH:21]1[CH2:22][CH2:23][N:18]([CH2:14][C:11]2[CH:12]=[CH:13][N:9]([C:6]3[CH:5]=[CH:4][C:3]([C:2]([F:17])([F:16])[F:1])=[CH:8][N:7]=3)[CH:10]=2)[CH2:19][CH2:20]1)([CH3:30])([CH3:28])[CH3:29], predict the reactants needed to synthesize it. The reactants are: [F:1][C:2]([F:17])([F:16])[C:3]1[CH:4]=[CH:5][C:6]([N:9]2[CH:13]=[CH:12][C:11]([CH:14]=O)=[CH:10]2)=[N:7][CH:8]=1.[NH:18]1[CH2:23][CH2:22][CH:21]([NH:24][C:25](=[O:31])[O:26][C:27]([CH3:30])([CH3:29])[CH3:28])[CH2:20][CH2:19]1.C(O[BH-](OC(=O)C)OC(=O)C)(=O)C.[Na+].[NH4+].[Cl-]. (3) Given the product [C:1]([O:5][C:6]([N:8]1[CH2:12][CH2:11][C@H:10]([O:13][C:14]2[CH:22]=[CH:21][C:17]([C:18]([N:41]3[CH2:40][CH2:39][N:38]([S:35]([C:30]4[CH:29]=[CH:28][C:27]5[C:32](=[CH:33][CH:34]=[C:25]([Cl:24])[CH:26]=5)[CH:31]=4)(=[O:37])=[O:36])[CH2:43][CH2:42]3)=[O:20])=[CH:16][CH:15]=2)[CH2:9]1)=[O:7])([CH3:3])([CH3:4])[CH3:2], predict the reactants needed to synthesize it. The reactants are: [C:1]([O:5][C:6]([N:8]1[CH2:12][CH2:11][C@H:10]([O:13][C:14]2[CH:22]=[CH:21][C:17]([C:18]([OH:20])=O)=[CH:16][CH:15]=2)[CH2:9]1)=[O:7])([CH3:4])([CH3:3])[CH3:2].Cl.[Cl:24][C:25]1[CH:26]=[C:27]2[C:32](=[CH:33][CH:34]=1)[CH:31]=[C:30]([S:35]([N:38]1[CH2:43][CH2:42][NH:41][CH2:40][CH2:39]1)(=[O:37])=[O:36])[CH:29]=[CH:28]2. (4) Given the product [OH:8][C@@H:4]1[CH2:5][CH2:6][CH2:7][N:2]([C:15]([O:17][C:18]([CH3:21])([CH3:20])[CH3:19])=[O:16])[CH2:3]1, predict the reactants needed to synthesize it. The reactants are: Cl.[NH:2]1[CH2:7][CH2:6][CH2:5][C@@H:4]([OH:8])[CH2:3]1.C([O-])([O-])=O.[Na+].[Na+].[C:15](O[C:15]([O:17][C:18]([CH3:21])([CH3:20])[CH3:19])=[O:16])([O:17][C:18]([CH3:21])([CH3:20])[CH3:19])=[O:16]. (5) Given the product [CH3:29][N:30]([CH3:34])[CH2:31][CH2:32][NH:33][C:2]1[N:7]=[C:6]([C:8]2[CH:13]=[CH:12][CH:11]=[CH:10][CH:9]=2)[N:5]=[C:4]([C:14]([NH:16][C:17]2[CH:22]=[CH:21][CH:20]=[CH:19][C:18]=2[C:23]2[O:24][C:25]([CH3:28])=[CH:26][N:27]=2)=[O:15])[CH:3]=1, predict the reactants needed to synthesize it. The reactants are: Cl[C:2]1[N:7]=[C:6]([C:8]2[CH:13]=[CH:12][CH:11]=[CH:10][CH:9]=2)[N:5]=[C:4]([C:14]([NH:16][C:17]2[CH:22]=[CH:21][CH:20]=[CH:19][C:18]=2[C:23]2[O:24][C:25]([CH3:28])=[CH:26][N:27]=2)=[O:15])[CH:3]=1.[CH3:29][N:30]([CH3:34])[CH2:31][CH2:32][NH2:33].